From a dataset of Forward reaction prediction with 1.9M reactions from USPTO patents (1976-2016). Predict the product of the given reaction. (1) Given the reactants [CH:1]1[C:6]2[C:7]([O:9][C:10](=[O:11])[C:5]=2[CH:4]=[C:3]2[C:12]([O:14][C:15](=[O:16])[C:2]=12)=[O:13])=[O:8].C(N(CC)CC)C.[Cl:24][C:25]1[CH:49]=[CH:48][C:28]([O:29][C:30]2[CH:31]=[C:32]([CH:45]=[CH:46][CH:47]=2)[CH2:33][NH:34][C@@H:35]2[C:44]3[C:39](=[CH:40][CH:41]=[CH:42][CH:43]=3)[CH2:38][CH2:37][CH2:36]2)=[CH:27][CH:26]=1.C([O-])([O-])=[O:51].[Na+].[Na+].Cl, predict the reaction product. The product is: [Cl:24][C:25]1[CH:26]=[CH:27][C:28]([O:29][C:30]2[CH:31]=[C:32]([CH:45]=[CH:46][CH:47]=2)[CH2:33][N:34]([C@@H:35]2[C:44]3[C:39](=[CH:40][CH:41]=[CH:42][CH:43]=3)[CH2:38][CH2:37][CH2:36]2)[C:7]([C:6]2[CH:1]=[C:2]([C:15]([OH:14])=[O:16])[C:3]([C:12]([OH:51])=[O:13])=[CH:4][C:5]=2[C:10]([OH:9])=[O:11])=[O:8])=[CH:48][CH:49]=1. (2) Given the reactants [Br:1][C:2]1[C:3](=[O:16])[N:4]([C:10]2[CH:15]=[CH:14][CH:13]=[CH:12][CH:11]=2)[N:5]([CH3:9])[C:6]=1[CH2:7]Br.C[C:18]1[CH:23]=[CH:22][C:21](S(O)(=O)=O)=[CH:20][CH:19]=1.[C:28]1([C:34]2([C:40]([OH:42])=[O:41])[CH2:39][CH2:38][NH:37][CH2:36][CH2:35]2)[CH:33]=[CH:32][CH:31]=[CH:30][CH:29]=1.[C:43](=[O:46])([O-])[O-].[K+].[K+], predict the reaction product. The product is: [Br:1][C:2]1[C:3](=[O:16])[N:4]([C:10]2[CH:15]=[CH:14][CH:13]=[CH:12][CH:11]=2)[N:5]([CH3:9])[C:6]=1[CH2:7][O:41][C:40]([C:34]1([C:28]2[CH:29]=[CH:30][CH:31]=[CH:32][CH:33]=2)[CH2:35][CH2:36][N:37]([CH2:7][C:6]2[N:5]([CH3:9])[N:4]([C:18]3[CH:19]=[CH:20][CH:21]=[CH:22][CH:23]=3)[C:43](=[O:46])[C:2]=2[Br:1])[CH2:38][CH2:39]1)=[O:42].